This data is from Full USPTO retrosynthesis dataset with 1.9M reactions from patents (1976-2016). The task is: Predict the reactants needed to synthesize the given product. (1) Given the product [S:1]1[CH:5]=[CH:4][N:3]=[C:2]1[C:6]1[CH:7]=[C:8]([N:12]2[C:16]3[CH:17]=[CH:18][C:19]([CH2:21][NH:22][C:23](=[O:25])[CH3:24])=[CH:20][C:15]=3[N:14]=[CH:13]2)[CH:9]=[CH:10][CH:11]=1, predict the reactants needed to synthesize it. The reactants are: [S:1]1[CH:5]=[CH:4][N:3]=[C:2]1[C:6]1[CH:7]=[C:8]([N:12]2[C:16]3[CH:17]=[CH:18][C:19]([CH2:21][NH2:22])=[CH:20][C:15]=3[N:14]=[CH:13]2)[CH:9]=[CH:10][CH:11]=1.[C:23](OC(=O)C)(=[O:25])[CH3:24]. (2) The reactants are: [NH:1]1[C:9]2[C:4](=[CH:5][C:6]([C:10]([OH:12])=[O:11])=[CH:7][CH:8]=2)[CH:3]=[CH:2]1.[N:13]([O-])=O.[Na+].Cl.[OH2:18]. Given the product [CH:2]([C:3]1[C:4]2[C:9](=[CH:8][CH:7]=[C:6]([C:10]([OH:12])=[O:11])[CH:5]=2)[NH:1][N:13]=1)=[O:18], predict the reactants needed to synthesize it. (3) The reactants are: [CH3:1][CH:2]([OH:9])[CH2:3][NH:4][CH2:5][CH:6]([OH:8])[CH3:7].[C:10](OC)(=O)[CH2:11][CH2:12][CH2:13][CH2:14][CH2:15][CH2:16][CH2:17][CH2:18][CH2:19][CH2:20][CH3:21].CO. Given the product [CH3:1][CH:2]1[O:9][C:21]2([CH2:20][CH2:19][CH2:18][CH2:17][CH2:16][CH2:15][CH2:14][CH2:13][CH2:12][CH2:11][CH3:10])[O:8][CH:6]([CH3:7])[CH2:5][N:4]2[CH2:3]1, predict the reactants needed to synthesize it. (4) Given the product [CH3:1][C:2]1[CH:10]=[CH:9][C:5]([C:6]([Cl:18])=[O:7])=[C:4]([C:11]([F:14])([F:13])[F:12])[CH:3]=1, predict the reactants needed to synthesize it. The reactants are: [CH3:1][C:2]1[CH:10]=[CH:9][C:5]([C:6](O)=[O:7])=[C:4]([C:11]([F:14])([F:13])[F:12])[CH:3]=1.C(Cl)(=O)C([Cl:18])=O. (5) Given the product [Br:27][C:28]1[C:33]([N+:34]([O-:36])=[O:35])=[C:32]([N:15]2[CH2:16][CH2:17][CH:12]([C:10]([N:7]3[CH2:6][CH2:5][N:4]([CH3:3])[CH2:9][CH2:8]3)=[O:11])[CH2:13][CH2:14]2)[C:31]([F:38])=[CH:30][N:29]=1, predict the reactants needed to synthesize it. The reactants are: Cl.Cl.[CH3:3][N:4]1[CH2:9][CH2:8][N:7]([C:10]([CH:12]2[CH2:17][CH2:16][NH:15][CH2:14][CH2:13]2)=[O:11])[CH2:6][CH2:5]1.CCN(C(C)C)C(C)C.[Br:27][C:28]1[C:33]([N+:34]([O-:36])=[O:35])=[C:32](Br)[C:31]([F:38])=[CH:30][N:29]=1. (6) The reactants are: Cl[CH2:2][C:3]1[CH:8]=[CH:7][C:6]([CH2:9][N:10]([CH2:18][C:19]2[CH:24]=[CH:23][CH:22]=[CH:21][N:20]=2)[C:11](=[O:17])[O:12][C:13]([CH3:16])([CH3:15])[CH3:14])=[CH:5][CH:4]=1.[NH:25]1[C:29]2[CH:30]=[CH:31][CH:32]=[CH:33][C:28]=2[N:27]=[C:26]1[CH2:34][N:35]([CH3:46])[CH:36]1[C:45]2[N:44]=[CH:43][CH:42]=[CH:41][C:40]=2[CH2:39][CH2:38][CH2:37]1.CN(CC1N(CC2C=NC=CC=2)C2C=CC=CC=2N=1)C1C2N=CC=CC=2CCC1. Given the product [CH3:46][N:35]([CH2:34][C:26]1[N:25]([CH2:2][C:3]2[CH:8]=[CH:7][C:6]([CH2:9][N:10]([CH2:18][C:19]3[CH:24]=[CH:23][CH:22]=[CH:21][N:20]=3)[C:11](=[O:17])[O:12][C:13]([CH3:16])([CH3:15])[CH3:14])=[CH:5][CH:4]=2)[C:29]2[CH:30]=[CH:31][CH:32]=[CH:33][C:28]=2[N:27]=1)[CH:36]1[C:45]2[N:44]=[CH:43][CH:42]=[CH:41][C:40]=2[CH2:39][CH2:38][CH2:37]1, predict the reactants needed to synthesize it.